This data is from Forward reaction prediction with 1.9M reactions from USPTO patents (1976-2016). The task is: Predict the product of the given reaction. (1) Given the reactants [OH:1][C@H:2]1[CH2:6][CH2:5][NH:4][C:3]1=[O:7].C(=O)([O-])[O-].[Cs+].[Cs+].Br[C:15]1[CH:20]=[CH:19][CH:18]=[CH:17][CH:16]=1.O1CCOCC1, predict the reaction product. The product is: [OH:1][C@H:2]1[CH2:6][CH2:5][N:4]([C:15]2[CH:20]=[CH:19][CH:18]=[CH:17][CH:16]=2)[C:3]1=[O:7]. (2) Given the reactants [Br:1][C:2]1[CH:3]=[CH:4][C:5]2[O:10][CH2:9][C:8](=O)[NH:7][C:6]=2[CH:12]=1.Cl.[OH-].[Na+], predict the reaction product. The product is: [Br:1][C:2]1[CH:3]=[CH:4][C:5]2[O:10][CH2:9][CH2:8][NH:7][C:6]=2[CH:12]=1. (3) Given the reactants C([O:4][CH2:5][CH3:6])(=O)C.[C:7]([OH:12])(=[O:11])[C:8]([CH3:10])=[CH2:9].[N:13]([C:21](C)(CC)[C:22]#N)=NC(C)(CC)C#N, predict the reaction product. The product is: [CH:21]([N:13]1[CH2:8][CH2:10][CH2:6][C:5]1=[O:4])=[CH2:22].[C:7]([OH:12])(=[O:11])[C:8]([CH3:10])=[CH2:9]. (4) The product is: [CH2:30]([N:19]1[CH:18]=[CH:17][C:16]2[C:21](=[CH:22][CH:23]=[C:14]([C:5]3[CH:6]=[C:7]([CH:12]=[CH:13][C:4]=3[CH3:3])[C:8]([NH:37][CH:34]3[CH2:36][CH2:35]3)=[O:10])[CH:15]=2)[C:20]1=[O:24])[CH:31]=[CH2:32]. Given the reactants [H-].[Na+].[CH3:3][C:4]1[CH:13]=[CH:12][C:7]([C:8]([O:10]C)=O)=[CH:6][C:5]=1[C:14]1[CH:15]=[C:16]2[C:21](=[CH:22][CH:23]=1)[C:20](=[O:24])[NH:19][CH:18]=[CH:17]2.C(OC)(=O)C.[CH2:30](Br)[CH:31]=[CH2:32].[CH:34]1([NH2:37])[CH2:36][CH2:35]1.C([Mg]Cl)(C)C, predict the reaction product. (5) Given the reactants [Br:1][C:2]1[CH:7]=[CH:6][C:5]([CH:8]2[C:12]3[C:13]([CH3:19])=[CH:14][C:15]([CH3:18])=[C:16]([CH3:17])[C:11]=3[O:10][C:9]2=[O:20])=[CH:4][CH:3]=1, predict the reaction product. The product is: [OH:20][CH2:9][CH:8]([C:12]1[C:13]([CH3:19])=[CH:14][C:15]([CH3:18])=[C:16]([CH3:17])[C:11]=1[OH:10])[C:5]1[CH:6]=[CH:7][C:2]([Br:1])=[CH:3][CH:4]=1.